Dataset: Acute oral toxicity (LD50) regression data from Zhu et al.. Task: Regression/Classification. Given a drug SMILES string, predict its toxicity properties. Task type varies by dataset: regression for continuous values (e.g., LD50, hERG inhibition percentage) or binary classification for toxic/non-toxic outcomes (e.g., AMES mutagenicity, cardiotoxicity, hepatotoxicity). Dataset: ld50_zhu. (1) The molecule is C#CC(C)N(C)C(=O)Nc1ccc(Cl)cc1. The rat oral LD50 is 2.12, given as -log10 of the dose in mol/kg body weight (higher means more acutely toxic). (2) The molecule is CCN(CC)C(=O)c1cccc(OC)c1O. The rat oral LD50 is 2.03, given as -log10 of the dose in mol/kg body weight (higher means more acutely toxic). (3) The compound is CC(=O)CCC1C(=O)N(c2ccccc2)N(c2ccccc2)C1=O. The rat oral LD50 is 2.65, given as -log10 of the dose in mol/kg body weight (higher means more acutely toxic). (4) The drug is CCSC(=S)N(C)C. The rat oral LD50 is 2.43, given as -log10 of the dose in mol/kg body weight (higher means more acutely toxic). (5) The drug is C=CCOC=CCOC(C)=O. The rat oral LD50 is 1.62, given as -log10 of the dose in mol/kg body weight (higher means more acutely toxic). (6) The molecule is C=CC(=O)O. The rat oral LD50 is 3.33, given as -log10 of the dose in mol/kg body weight (higher means more acutely toxic).